Task: Predict the reaction yield, written as a fraction of the theoretical maximum amount of product (1.0 means a 100% yield; for example, 0.34 means a 34% yield).. Dataset: Reaction yield outcomes from USPTO patents with 853,638 reactions (1) The reactants are [N:1]1([C:7]2[CH:13]=[CH:12][C:10]([NH2:11])=[CH:9][CH:8]=2)[CH2:6][CH2:5][O:4][CH2:3][CH2:2]1.[N:14]([O-])=O.[Na+].C([O-])(=O)C.[Na+].[C:23]([CH2:26][C:27](=[O:29])[CH3:28])(=[O:25])[CH3:24]. The catalyst is C(O)(=O)C.Cl.O.C(O)C. The product is [N:1]1([C:7]2[CH:13]=[CH:12][C:10]([NH:11][N:14]=[C:26]([C:27](=[O:29])[CH3:28])[C:23](=[O:25])[CH3:24])=[CH:9][CH:8]=2)[CH2:2][CH2:3][O:4][CH2:5][CH2:6]1. The yield is 0.550. (2) The reactants are Br[C:2]1[N:6]([S:7]([C:10]2[CH:15]=[CH:14][CH:13]=[CH:12][CH:11]=2)(=[O:9])=[O:8])[CH:5]=[C:4]([CH:16]=[O:17])[CH:3]=1.[F:18][C:19]1[C:24](B(O)O)=[CH:23][CH:22]=[CH:21][N:20]=1.C(=O)([O-])O.[Na+].COCCOC. The catalyst is C1C=CC([P]([Pd]([P](C2C=CC=CC=2)(C2C=CC=CC=2)C2C=CC=CC=2)([P](C2C=CC=CC=2)(C2C=CC=CC=2)C2C=CC=CC=2)[P](C2C=CC=CC=2)(C2C=CC=CC=2)C2C=CC=CC=2)(C2C=CC=CC=2)C2C=CC=CC=2)=CC=1.O. The product is [F:18][C:19]1[C:24]([C:2]2[N:6]([S:7]([C:10]3[CH:15]=[CH:14][CH:13]=[CH:12][CH:11]=3)(=[O:9])=[O:8])[CH:5]=[C:4]([CH:16]=[O:17])[CH:3]=2)=[CH:23][CH:22]=[CH:21][N:20]=1. The yield is 0.680. (3) The reactants are [Br:1][C:2]1[C:3](F)=[C:4]2[C:10]([NH:11][C:12]([C:14]3[CH:18]=[CH:17][N:16]([CH3:19])[N:15]=3)=[O:13])=[CH:9][NH:8][C:5]2=[N:6][CH:7]=1.[NH:21]1[CH2:26][CH2:25][CH2:24][C@@H:23]([NH:27]C(=O)OC(C)(C)C)[CH2:22]1.CCN(C(C)C)C(C)C.C(O)(C(F)(F)F)=O.C(Cl)[Cl:52]. The catalyst is CN1C(=O)CCC1. The product is [ClH:52].[NH2:27][C@@H:23]1[CH2:24][CH2:25][CH2:26][N:21]([C:3]2[C:2]([Br:1])=[CH:7][N:6]=[C:5]3[NH:8][CH:9]=[C:10]([NH:11][C:12]([C:14]4[CH:18]=[CH:17][N:16]([CH3:19])[N:15]=4)=[O:13])[C:4]=23)[CH2:22]1. The yield is 0.0300.